This data is from NCI-60 drug combinations with 297,098 pairs across 59 cell lines. The task is: Regression. Given two drug SMILES strings and cell line genomic features, predict the synergy score measuring deviation from expected non-interaction effect. (1) Drug 1: CCCCCOC(=O)NC1=NC(=O)N(C=C1F)C2C(C(C(O2)C)O)O. Drug 2: CC12CCC3C(C1CCC2O)C(CC4=C3C=CC(=C4)O)CCCCCCCCCS(=O)CCCC(C(F)(F)F)(F)F. Cell line: IGROV1. Synergy scores: CSS=-2.93, Synergy_ZIP=0.946, Synergy_Bliss=0.293, Synergy_Loewe=-2.90, Synergy_HSA=-2.26. (2) Drug 1: C1CC(=O)NC(=O)C1N2CC3=C(C2=O)C=CC=C3N. Drug 2: CCCCCOC(=O)NC1=NC(=O)N(C=C1F)C2C(C(C(O2)C)O)O. Cell line: UO-31. Synergy scores: CSS=-2.12, Synergy_ZIP=-1.86, Synergy_Bliss=-5.52, Synergy_Loewe=-6.46, Synergy_HSA=-5.82. (3) Drug 1: CC12CCC3C(C1CCC2=O)CC(=C)C4=CC(=O)C=CC34C. Drug 2: C1=CC(=CC=C1CCC2=CNC3=C2C(=O)NC(=N3)N)C(=O)NC(CCC(=O)O)C(=O)O. Cell line: MALME-3M. Synergy scores: CSS=24.9, Synergy_ZIP=0.815, Synergy_Bliss=3.14, Synergy_Loewe=3.65, Synergy_HSA=4.49. (4) Drug 1: CN(CCCl)CCCl.Cl. Drug 2: COCCOC1=C(C=C2C(=C1)C(=NC=N2)NC3=CC=CC(=C3)C#C)OCCOC.Cl. Cell line: BT-549. Synergy scores: CSS=13.8, Synergy_ZIP=-6.03, Synergy_Bliss=-1.51, Synergy_Loewe=-5.81, Synergy_HSA=-0.592.